Dataset: Forward reaction prediction with 1.9M reactions from USPTO patents (1976-2016). Task: Predict the product of the given reaction. (1) Given the reactants [CH3:1][C:2]([S:9][C:10]1[N:14]([C:15]2[C:24]3[C:19](=[CH:20][CH:21]=[CH:22][CH:23]=3)[CH:18]=[CH:17][CH:16]=2)[N:13]=[CH:12][CH:11]=1)([CH3:8])[C:3]([O:5]CC)=[O:4].[OH-].[Na+], predict the reaction product. The product is: [CH3:8][C:2]([S:9][C:10]1[N:14]([C:15]2[C:24]3[C:19](=[CH:20][CH:21]=[CH:22][CH:23]=3)[CH:18]=[CH:17][CH:16]=2)[N:13]=[CH:12][CH:11]=1)([CH3:1])[C:3]([OH:5])=[O:4]. (2) The product is: [OH:8][C:9]1[C:10](=[O:16])[N:11]([CH3:15])[CH:12]=[CH:13][CH:14]=1. Given the reactants C([O:8][C:9]1[C:10](=[O:16])[N:11]([CH3:15])[CH:12]=[CH:13][CH:14]=1)C1C=CC=CC=1.[H][H], predict the reaction product. (3) Given the reactants [Cl:1][C:2]1[CH:3]=[CH:4][C:5]2[N:11]=[C:10](Cl)[C:9]3=[CH:13][C:14]([CH3:16])=[CH:15][N:8]3[CH2:7][C:6]=2[CH:17]=1.Cl.Cl.[CH3:20][C:21]([CH3:33])([CH2:26][N:27]1[CH2:32][CH2:31][NH:30][CH2:29][CH2:28]1)[C:22]([O:24][CH3:25])=[O:23].C(NC(C)C)(C)C.C(#N)C, predict the reaction product. The product is: [Cl:1][C:2]1[CH:3]=[CH:4][C:5]2[N:11]=[C:10]([N:30]3[CH2:29][CH2:28][N:27]([CH2:26][C:21]([CH3:33])([CH3:20])[C:22]([O:24][CH3:25])=[O:23])[CH2:32][CH2:31]3)[C:9]3=[CH:13][C:14]([CH3:16])=[CH:15][N:8]3[CH2:7][C:6]=2[CH:17]=1.